Predict the reactants needed to synthesize the given product. From a dataset of Full USPTO retrosynthesis dataset with 1.9M reactions from patents (1976-2016). (1) Given the product [C:24]([C:2]1[CH:3]=[CH:4][CH:5]=[C:6]2[C:7]=1[CH2:8][CH2:9][CH2:10][C:19]2=[O:29])#[N:25], predict the reactants needed to synthesize it. The reactants are: Br[C:2]1[C:7]2=[CH:8][CH:9]=[C:10]3[C:19](N=C4C(C=CC=C4C(O)=O)=N3)=[C:6]2[CH:5]=[CH:4][CH:3]=1.[Cu][C:24]#[N:25].CN(C)C=[O:29]. (2) Given the product [Cl:16][C:17]1[CH:18]=[C:19]([NH:23][C:24]([N:13]2[CH2:14][CH2:15][C:10]3[NH:9][N:8]=[C:7]([C:3]4[N:2]=[N:1][CH:6]=[CH:5][CH:4]=4)[C:11]=3[CH2:12]2)=[O:25])[CH:20]=[CH:21][CH:22]=1, predict the reactants needed to synthesize it. The reactants are: [N:1]1[CH:6]=[CH:5][CH:4]=[C:3]([C:7]2[C:11]3[CH2:12][NH:13][CH2:14][CH2:15][C:10]=3[NH:9][N:8]=2)[N:2]=1.[Cl:16][C:17]1[CH:18]=[C:19]([NH:23][C:24](=O)[O:25]C2C=CC=CC=2)[CH:20]=[CH:21][CH:22]=1. (3) Given the product [N:1]1[C:10]2[C:5](=[CH:6][C:7]([C:11]3([C:14]4[N:18]5[CH:19]=[C:20]([N:23]6[CH:27]=[C:26]([C:28]([OH:30])=[O:29])[CH:25]=[N:24]6)[CH:21]=[N:22][C:17]5=[N:16][CH:15]=4)[CH2:13][CH2:12]3)=[CH:8][CH:9]=2)[CH:4]=[CH:3][CH:2]=1, predict the reactants needed to synthesize it. The reactants are: [N:1]1[C:10]2[C:5](=[CH:6][C:7]([C:11]3([C:14]4[N:18]5[CH:19]=[C:20]([N:23]6[CH:27]=[C:26]([C:28]([O:30]CC)=[O:29])[CH:25]=[N:24]6)[CH:21]=[N:22][C:17]5=[N:16][CH:15]=4)[CH2:13][CH2:12]3)=[CH:8][CH:9]=2)[CH:4]=[CH:3][CH:2]=1.[OH-].[Li+].Cl. (4) Given the product [CH:24]1([NH:30][C:4]([C:6]2[S:7][C:8]([C:18]3[CH:19]=[CH:20][CH:21]=[CH:22][CH:23]=3)=[C:9]([C:11]3[CH:12]=[CH:13][C:14]([Br:17])=[CH:15][CH:16]=3)[N:10]=2)=[O:3])[CH2:29][CH2:28][CH2:27][CH2:26][CH2:25]1, predict the reactants needed to synthesize it. The reactants are: C([O:3][C:4]([C:6]1[S:7][C:8]([C:18]2[CH:23]=[CH:22][CH:21]=[CH:20][CH:19]=2)=[C:9]([C:11]2[CH:16]=[CH:15][C:14]([Br:17])=[CH:13][CH:12]=2)[N:10]=1)=O)C.[CH:24]1([NH2:30])[CH2:29][CH2:28][CH2:27][CH2:26][CH2:25]1. (5) Given the product [CH3:13][O:7][C:6](=[O:8])[C:5]1[C:9]([CH3:11])=[CH:10][C:2]([Cl:1])=[CH:3][C:4]=1[I:12], predict the reactants needed to synthesize it. The reactants are: [Cl:1][C:2]1[CH:10]=[C:9]([CH3:11])[C:5]([C:6]([OH:8])=[O:7])=[C:4]([I:12])[CH:3]=1.[C:13]([O-])([O-])=O.[K+].[K+].CI. (6) Given the product [Br:1][C:2]1[C:7]([C:14]#[N:15])=[N:6][C:5]([CH3:9])=[CH:4][CH:3]=1, predict the reactants needed to synthesize it. The reactants are: [Br:1][C:2]1[CH:3]=[CH:4][C:5]([CH3:9])=[N+:6]([O-])[CH:7]=1.C[Si]([C:14]#[N:15])(C)C.C(N(CC)CC)C. (7) The reactants are: [Cl:1][C:2]1[CH:10]=[C:9]2[C:5]([C:6](=[O:12])[C:7](=[O:11])[NH:8]2)=[CH:4][C:3]=1[F:13].N(CC)CC.C([O-])([O-])=O.[K+].[K+].[CH3:25][C:26]([CH3:28])=[O:27]. Given the product [Cl:1][C:2]1[CH:10]=[C:9]2[C:5]([C:6]([OH:12])([CH2:25][C:26](=[O:27])[CH3:28])[C:7](=[O:11])[NH:8]2)=[CH:4][C:3]=1[F:13], predict the reactants needed to synthesize it.